Dataset: Reaction yield outcomes from USPTO patents with 853,638 reactions. Task: Predict the reaction yield, written as a fraction of the theoretical maximum amount of product (1.0 means a 100% yield; for example, 0.34 means a 34% yield). (1) The reactants are [CH3:1][O:2][C:3](=[O:15])[C@H:4]([NH2:14])[CH2:5][O:6][CH2:7][C:8]1[CH:13]=[CH:12][CH:11]=[CH:10][CH:9]=1.C(O)(=O)C.[F:20][C:21]1[CH:28]=[CH:27][C:24]([CH:25]=O)=[CH:23][CH:22]=1.C([BH3-])#N.[Na+]. The catalyst is CO.C(OCC)(=O)C. The product is [CH3:1][O:2][C:3](=[O:15])[C@H:4]([NH:14][CH2:25][C:24]1[CH:27]=[CH:28][C:21]([F:20])=[CH:22][CH:23]=1)[CH2:5][O:6][CH2:7][C:8]1[CH:13]=[CH:12][CH:11]=[CH:10][CH:9]=1. The yield is 0.600. (2) The reactants are [C:1]1([S:7]([NH:10][C:11]2[CH:12]=[C:13]([CH:17]([OH:39])[CH2:18][NH:19][C:20]([CH3:38])([CH3:37])[CH2:21][CH2:22][N:23]3[C:27]4[CH:28]=[CH:29][C:30]([C:32]([O:34]C)=[O:33])=[CH:31][C:26]=4[NH:25][C:24]3=[O:36])[CH:14]=[CH:15][CH:16]=2)(=[O:9])=[O:8])[CH:6]=[CH:5][CH:4]=[CH:3][CH:2]=1.[OH-].[Li+].[F:42][C:43]([F:48])([F:47])[C:44]([OH:46])=[O:45]. The catalyst is CO. The product is [F:42][C:43]([F:48])([F:47])[C:44]([OH:46])=[O:45].[C:1]1([S:7]([NH:10][C:11]2[CH:12]=[C:13]([CH:17]([OH:39])[CH2:18][NH:19][C:20]([CH3:37])([CH3:38])[CH2:21][CH2:22][N:23]3[C:27]4[CH:28]=[CH:29][C:30]([C:32]([OH:34])=[O:33])=[CH:31][C:26]=4[NH:25][C:24]3=[O:36])[CH:14]=[CH:15][CH:16]=2)(=[O:8])=[O:9])[CH:6]=[CH:5][CH:4]=[CH:3][CH:2]=1. The yield is 0.760. (3) The reactants are [CH2:1]([O:3][C:4]([C:6]1[S:14][C:9]2=[CH:10][N:11]=[CH:12][CH:13]=[C:8]2[C:7]=1[NH:15][C:16]1[CH:21]=[CH:20][C:19](Br)=[CH:18][C:17]=1[F:23])=[O:5])[CH3:2].[I-:24].[Na+].CN[C@@H]1CCCC[C@H]1NC. The catalyst is O1CCOCC1.[Cu]I. The product is [CH2:1]([O:3][C:4]([C:6]1[S:14][C:9]2=[CH:10][N:11]=[CH:12][CH:13]=[C:8]2[C:7]=1[NH:15][C:16]1[CH:21]=[CH:20][C:19]([I:24])=[CH:18][C:17]=1[F:23])=[O:5])[CH3:2]. The yield is 0.850. (4) The reactants are Br.Br[CH2:3][C:4]([C:6]1[CH:11]=[CH:10][N:9]=[CH:8][CH:7]=1)=O.[CH2:12]([O:14][C:15]1[CH:16]=[C:17]([CH:21]=[CH:22][C:23]=1[O:24][CH2:25][CH3:26])[C:18]([NH2:20])=[O:19])[CH3:13].C([O-])(O)=O.[Na+]. The catalyst is CN(C=O)C. The product is [CH2:12]([O:14][C:15]1[CH:16]=[C:17]([C:18]2[O:19][CH:3]=[C:4]([C:6]3[CH:11]=[CH:10][N:9]=[CH:8][CH:7]=3)[N:20]=2)[CH:21]=[CH:22][C:23]=1[O:24][CH2:25][CH3:26])[CH3:13]. The yield is 0.0270. (5) The reactants are [Cl:1][C:2]1[CH:6]=[N:5][N:4]([CH3:7])[C:3]=1[C:8]1[CH:9]=[C:10]([NH2:23])[CH:11]=[CH:12][C:13]=1[O:14][CH2:15][CH2:16][N:17]1[CH2:22][CH2:21][O:20][CH2:19][CH2:18]1.[Cl:24][C:25]1[CH:26]=[C:27]([N:31]=[C:32]=[O:33])[CH:28]=[CH:29][CH:30]=1. The catalyst is C(Cl)Cl. The product is [Cl:1][C:2]1[CH:6]=[N:5][N:4]([CH3:7])[C:3]=1[C:8]1[CH:9]=[C:10]([NH:23][C:32]([NH:31][C:27]2[CH:28]=[CH:29][CH:30]=[C:25]([Cl:24])[CH:26]=2)=[O:33])[CH:11]=[CH:12][C:13]=1[O:14][CH2:15][CH2:16][N:17]1[CH2:18][CH2:19][O:20][CH2:21][CH2:22]1. The yield is 0.270. (6) The reactants are [NH2:1][CH:2]1[CH2:7][CH2:6][N:5]([CH2:8][CH:9]=[CH:10][C:11]2[CH:16]=[CH:15][CH:14]=[CH:13][CH:12]=2)[CH2:4][CH2:3]1.C(N(C(C)C)CC)(C)C.[Cl:26][C:27]1[CH:28]=[C:29]2[C:34](=[CH:35][CH:36]=1)[O:33][C:32](=[O:37])[CH:31]=[C:30]2OS(C(F)(F)F)(=O)=O. The catalyst is C(Cl)(Cl)Cl. The product is [Cl:26][C:27]1[CH:28]=[C:29]2[C:34](=[CH:35][CH:36]=1)[O:33][C:32](=[O:37])[CH:31]=[C:30]2[NH:1][CH:2]1[CH2:7][CH2:6][N:5]([CH2:8][CH:9]=[CH:10][C:11]2[CH:12]=[CH:13][CH:14]=[CH:15][CH:16]=2)[CH2:4][CH2:3]1. The yield is 0.390. (7) The reactants are [Br:1][C:2]1[N:6]([C@H:7]2[C@H:12]([O:13]C(=O)C)[C@H:11]([O:17]C(=O)C)[C@@H:10]([CH2:21][O:22]C(=O)C)[O:9][CH2:8]2)[C:5]2[CH:26]=[C:27]([Cl:31])[C:28]([Cl:30])=[CH:29][C:4]=2[N:3]=1.CO.C(O)C.C(=O)([O-])[O-].[Na+].[Na+].CO.C(Cl)(Cl)Cl. The catalyst is O.C(O)(=O)C. The product is [Br:1][C:2]1[N:6]([C@H:7]2[C@H:12]([OH:13])[C@H:11]([OH:17])[C@@H:10]([CH2:21][OH:22])[O:9][CH2:8]2)[C:5]2[CH:26]=[C:27]([Cl:31])[C:28]([Cl:30])=[CH:29][C:4]=2[N:3]=1. The yield is 0.810. (8) The yield is 0.830. The reactants are [ClH:1].C(OCC)C.[CH2:7]([NH:10][C:11]1[N:16]=[C:15]([NH:17][CH2:18][CH2:19][CH3:20])[N:14]=[C:13]([N:21]([CH2:24][C:25]#[CH:26])[O:22][CH3:23])[N:12]=1)[CH2:8][CH3:9]. The product is [ClH:1].[CH2:7]([NH:10][C:11]1[N:16]=[C:15]([NH:17][CH2:18][CH2:19][CH3:20])[N:14]=[C:13]([N:21]([CH2:24][C:25]#[CH:26])[O:22][CH3:23])[N:12]=1)[CH2:8][CH3:9]. The catalyst is C(OCC)C.